From a dataset of Forward reaction prediction with 1.9M reactions from USPTO patents (1976-2016). Predict the product of the given reaction. Given the reactants C([O:5][C:6](=[O:45])[CH2:7][C@H:8]([NH:19][C:20]([C@@H:22]1[CH2:27][CH2:26][CH2:25][N:24]([C:28](=[O:44])[CH2:29][CH2:30][CH:31]2[CH2:36][CH2:35][N:34](C(OC(C)(C)C)=O)[CH2:33][CH2:32]2)[CH2:23]1)=[O:21])[C:9]1[CH:10]=[N:11][CH:12]=[C:13]([O:15][CH2:16][CH2:17][F:18])[CH:14]=1)(C)(C)C, predict the reaction product. The product is: [F:18][CH2:17][CH2:16][O:15][C:13]1[CH:14]=[C:9]([C@@H:8]([NH:19][C:20]([C@@H:22]2[CH2:27][CH2:26][CH2:25][N:24]([C:28](=[O:44])[CH2:29][CH2:30][CH:31]3[CH2:32][CH2:33][NH:34][CH2:35][CH2:36]3)[CH2:23]2)=[O:21])[CH2:7][C:6]([OH:45])=[O:5])[CH:10]=[N:11][CH:12]=1.